From a dataset of Forward reaction prediction with 1.9M reactions from USPTO patents (1976-2016). Predict the product of the given reaction. (1) Given the reactants Cl.[Cl:2][C:3]1[CH:23]=[CH:22][C:6]([CH2:7][C:8]2[N:9]=[C:10]([C:16]3[CH:21]=[CH:20][N:19]=[CH:18][CH:17]=3)[S:11][C:12]=2[C:13](=[NH:15])[NH2:14])=[CH:5][CH:4]=1.[O-]CC.[Na+].C([O:30][C:31]([CH:33]=[CH:34][O-])=O)C.[Na+], predict the reaction product. The product is: [Cl:2][C:3]1[CH:4]=[CH:5][C:6]([CH2:7][C:8]2[N:9]=[C:10]([C:16]3[CH:21]=[CH:20][N:19]=[CH:18][CH:17]=3)[S:11][C:12]=2[C:13]2[NH:14][C:31](=[O:30])[CH:33]=[CH:34][N:15]=2)=[CH:22][CH:23]=1. (2) Given the reactants Cl[CH2:2][CH2:3][CH2:4][C:5]([C:7]1[CH:12]=[CH:11][C:10]([CH3:13])=[C:9]([CH3:14])[CH:8]=1)=[O:6].[NH:15]1[CH2:20][CH2:19][CH:18]([C:21]2[CH:22]=[C:23]([NH:27][C:28]([CH:30]3[CH2:32][CH2:31]3)=[O:29])[CH:24]=[CH:25][CH:26]=2)[CH2:17][CH2:16]1, predict the reaction product. The product is: [CH3:14][C:9]1[CH:8]=[C:7]([C:5](=[O:6])[CH2:4][CH2:3][CH2:2][N:15]2[CH2:20][CH2:19][CH:18]([C:21]3[CH:22]=[C:23]([NH:27][C:28]([CH:30]4[CH2:31][CH2:32]4)=[O:29])[CH:24]=[CH:25][CH:26]=3)[CH2:17][CH2:16]2)[CH:12]=[CH:11][C:10]=1[CH3:13].